This data is from Catalyst prediction with 721,799 reactions and 888 catalyst types from USPTO. The task is: Predict which catalyst facilitates the given reaction. (1) Reactant: [Br:1][C:2]1[C:11]2[C:10]([CH3:13])([CH3:12])[CH2:9][CH:8]=[C:7]([CH:14]([CH2:16][CH3:17])[CH3:15])[C:6]=2[CH:5]=[C:4]([C:18]([CH2:29][CH3:30])=[C:19]([F:28])[CH:20]=[CH:21][C:22]([CH3:27])=[CH:23][C:24]([O-:26])=[O:25])[C:3]=1[O:31][CH2:32][CH3:33].C1COCC1.[OH-].[Na+]. Product: [Br:1][C:2]1[C:11]2[C:10]([CH3:13])([CH3:12])[CH2:9][CH:8]=[C:7]([CH:14]([CH2:16][CH3:17])[CH3:15])[C:6]=2[CH:5]=[C:4]([C:18]([CH2:29][CH3:30])=[C:19]([F:28])[CH:20]=[CH:21][C:22]([CH3:27])=[CH:23][C:24]([OH:26])=[O:25])[C:3]=1[O:31][CH2:32][CH3:33]. The catalyst class is: 8. (2) Reactant: Br[C:2]1[CH:3]=[C:4]([C:16]([O:18][CH3:19])=[O:17])[N:5]([CH3:15])[C:6]=1[C:7]([CH:9]1[CH2:14][CH2:13][CH2:12][CH2:11][CH2:10]1)=[O:8].[C:20]([C:24]1[CH:25]=[C:26](B2OC(C)(C)C(C)(C)O2)[CH:27]=[C:28]([C:30]2([CH3:33])[CH2:32][CH2:31]2)[CH:29]=1)([CH3:23])([CH3:22])[CH3:21].C([O-])([O-])=O.[K+].[K+]. Product: [C:20]([C:24]1[CH:25]=[C:26]([C:2]2[CH:3]=[C:4]([C:16]([O:18][CH3:19])=[O:17])[N:5]([CH3:15])[C:6]=2[C:7]([CH:9]2[CH2:14][CH2:13][CH2:12][CH2:11][CH2:10]2)=[O:8])[CH:27]=[C:28]([C:30]2([CH3:33])[CH2:32][CH2:31]2)[CH:29]=1)([CH3:23])([CH3:21])[CH3:22]. The catalyst class is: 710. (3) Reactant: [OH:1][CH2:2][C:3]1[CH:4]=[C:5]([CH:8]=[CH:9][C:10]=1[CH:11]1[C:16]2[C:17](=[O:20])[CH2:18][CH2:19][C:15]=2[N:14]([C:21]2[CH:26]=[CH:25][CH:24]=[C:23]([C:27]([F:30])([F:29])[F:28])[CH:22]=2)[C:13](=[O:31])[N:12]1[CH3:32])[C:6]#[N:7].CC(OI1(OC(C)=O)(OC(C)=O)OC(=O)C2C=CC=CC1=2)=O.S([O-])([O-])(=O)=S.[Na+].[Na+].C(=O)([O-])O.[Na+]. Product: [CH:2]([C:3]1[CH:4]=[C:5]([CH:8]=[CH:9][C:10]=1[CH:11]1[C:16]2[C:17](=[O:20])[CH2:18][CH2:19][C:15]=2[N:14]([C:21]2[CH:26]=[CH:25][CH:24]=[C:23]([C:27]([F:30])([F:29])[F:28])[CH:22]=2)[C:13](=[O:31])[N:12]1[CH3:32])[C:6]#[N:7])=[O:1]. The catalyst class is: 4.